This data is from Drug-target binding data from BindingDB using Ki measurements. The task is: Regression. Given a target protein amino acid sequence and a drug SMILES string, predict the binding affinity score between them. We predict pKi (pKi = -log10(Ki in M); higher means stronger inhibition). Dataset: bindingdb_ki. (1) The drug is N=C(N)c1cccc(C[C@H](NS(=O)(=O)c2ccc3ccccc3c2)C(=O)N2CCC(CCN=C(N)N)CC2)c1. The target protein (Q9Y5Y6) has sequence MGSDRARKGGGGPKDFGAGLKYNSRHEKVNGLEEGVEFLPVNNVKKVEKHGPGRWVVLAAVLIGLLLVLLGIGFLVWHLQYRDVRVQKVFNGYMRITNENFVDAYENSNSTEFVSLASKVKDALKLLYSGVPFLGPYHKESAVTAFSEGSVIAYYWSEFSIPQHLVEEAERVMAEERVVMLPPRARSLKSFVVTSVVAFPTDSKTVQRTQDNSCSFGLHARGVELMRFTTPGFPDSPYPAHARCQWALRGDADSVLSLTFRSFDLASCDERGSDLVTVYNTLSPMEPHALVQLCGTYPPSYNLTFHSSQNVLLITLITNTERRHPGFEATFFQLPRMSSCGGRLRKAQGTFNSPYYPGHYPPNIDCTWNIEVPNNQHVKVRFKFFYLLEPGVPAGTCPKDYVEINGEKYCGERSQFVVTSNSNKITVRFHSDQSYTDTGFLAEYLSYDSSDPCPGQFTCRTGRCIRKELRCDGWADCTDHSDELNCSCDAGHQFTCKNKF.... The pKi is 7.3. (2) The drug is CC(C)NC[C@@H]1NC(=O)[C@@H](C(C)C)NC(=O)[C@@H](Cc2ccc(O)cc2)NCCOc2ccccc2CCCNC1=O. The target protein (O43193) has sequence MGSPWNGSDGPEGAREPPWPALPPCDERRCSPFPLGALVPVTAVCLCLFVVGVSGNVVTVMLIGRYRDMRTTTNLYLGSMAVSDLLILLGLPFDLYRLWRSRPWVFGPLLCRLSLYVGEGCTYATLLHMTALSVERYLAICRPLRARVLVTRRRVRALIAVLWAVALLSAGPFLFLVGVEQDPGISVVPGLNGTARIASSPLASSPPLWLSRAPPPSPPSGPETAEAAALFSRECRPSPAQLGALRVMLWVTTAYFFLPFLCLSILYGLIGRELWSSRRPLRGPAASGRERGHRQTVRVLLVVVLAFIICWLPFHVGRIIYINTEDSRMMYFSQYFNIVALQLFYLSASINPILYNLISKKYRAAAFKLLLARKSRPRGFHRSRDTAGEVAGDTGGDTVGYTETSANVKTMG. The pKi is 6.4. (3) The drug is COC(=O)[C@@H]1C[C@H](OC(C)=O)C(=O)[C@H]2[C@@]1(C)CC[C@H]1C(=O)O[C@H](c3ccoc3)C[C@]21C. The target protein sequence is MDSPIQIFRGEPGPTCAPSACLPPNSSAWFPGWAEPDSNGSAGSEDAQLEPAHISPAIPVIITAVYSVVFVVGLVGNSLVMFVIIRYTKMKTATNIYIFNLALADALVTTTMPFQSTVYLMNSWPFGDVLCKIVASIDYYNMFTSIFTLTMMSVDRYIAVCHPVKALDFRTPLKAKIINICIWLLSSSVGISAIVLGGTKVREDVDVIECSLQFPDDDYSWWDLFMKICVFIFAFVIPVLIIIVCYTLMILRLKSVRLLSGSREKDRNLRRITRLVLVVVAVFVVCWTPIHIFILVEALGSTSHSTAALSSYYFCIALGYTNSSLNPILYAFLDENFKRCFRDFCFPLKMRMERQSTSRVRNTVQDPAYLRDIDGMNKPV. The pKi is 8.1.